Dataset: Reaction yield outcomes from USPTO patents with 853,638 reactions. Task: Predict the reaction yield, written as a fraction of the theoretical maximum amount of product (1.0 means a 100% yield; for example, 0.34 means a 34% yield). The reactants are [OH:1][CH:2]1[CH2:7][CH2:6][CH:5]([NH:8][C:9](=[O:15])[O:10][C:11]([CH3:14])([CH3:13])[CH3:12])[CH2:4][CH2:3]1.[CH3:16][S:17](Cl)(=[O:19])=[O:18]. The catalyst is C(Cl)Cl. The product is [CH3:16][S:17]([O:1][CH:2]1[CH2:7][CH2:6][CH:5]([NH:8][C:9]([O:10][C:11]([CH3:12])([CH3:14])[CH3:13])=[O:15])[CH2:4][CH2:3]1)(=[O:19])=[O:18]. The yield is 0.530.